From a dataset of Reaction yield outcomes from USPTO patents with 853,638 reactions. Predict the reaction yield, written as a fraction of the theoretical maximum amount of product (1.0 means a 100% yield; for example, 0.34 means a 34% yield). (1) The reactants are [F:1][C:2]([F:20])([F:19])[C:3]1[CH:8]=[CH:7][C:6]([NH:9][C:10]2[N:11]=[CH:12][C:13]([CH:16](O)[CH3:17])=[N:14][CH:15]=2)=[CH:5][CH:4]=1.C1C=CC(OP(OC2C=CC=CC=2)([N:30]=[N+:31]=[N-:32])=O)=CC=1.C1CCN2C(=NCCC2)CC1. The catalyst is C(Cl)Cl. The product is [N:30]([CH:16]([C:13]1[N:14]=[CH:15][C:10]([NH:9][C:6]2[CH:7]=[CH:8][C:3]([C:2]([F:20])([F:19])[F:1])=[CH:4][CH:5]=2)=[N:11][CH:12]=1)[CH3:17])=[N+:31]=[N-:32]. The yield is 0.800. (2) The reactants are [C:1]([O:5][C:6]([N:8]1[CH2:13][CH2:12][CH:11]([N:14]2[C:18]3=[N:19][CH:20]=[N:21][C:22](Cl)=[C:17]3[CH:16]=[N:15]2)[CH2:10][CH2:9]1)=[O:7])([CH3:4])([CH3:3])[CH3:2].[N:24]1([C:29]2[CH:34]=[CH:33][C:32]([OH:35])=[CH:31][CH:30]=2)[CH:28]=[N:27][N:26]=[N:25]1.C(=O)([O-])[O-].[K+].[K+]. No catalyst specified. The product is [C:1]([O:5][C:6]([N:8]1[CH2:13][CH2:12][CH:11]([N:14]2[C:18]3=[N:19][CH:20]=[N:21][C:22]([O:35][C:32]4[CH:33]=[CH:34][C:29]([N:24]5[CH:28]=[N:27][N:26]=[N:25]5)=[CH:30][CH:31]=4)=[C:17]3[CH:16]=[N:15]2)[CH2:10][CH2:9]1)=[O:7])([CH3:4])([CH3:3])[CH3:2]. The yield is 0.0700. (3) The reactants are C([O:4][CH2:5][CH2:6][C:7]1[CH:8]=[C:9]2[C:13](=[CH:14][CH:15]=1)[NH:12][CH:11]=[C:10]2[C:16](=[O:36])[CH:17]([NH:27][C:28]1[CH:29]=[N:30][CH:31]=[C:32]([O:34][CH3:35])[CH:33]=1)[C:18]1[CH:26]=[C:21]2[CH:22]=[CH:23][CH:24]=[CH:25][N:20]2[N:19]=1)(=O)C.C(=O)([O-])[O-].[K+].[K+]. The catalyst is C1COCC1.CO. The product is [OH:4][CH2:5][CH2:6][C:7]1[CH:8]=[C:9]2[C:13](=[CH:14][CH:15]=1)[NH:12][CH:11]=[C:10]2[C:16](=[O:36])[CH:17]([NH:27][C:28]1[CH:29]=[N:30][CH:31]=[C:32]([O:34][CH3:35])[CH:33]=1)[C:18]1[CH:26]=[C:21]2[CH:22]=[CH:23][CH:24]=[CH:25][N:20]2[N:19]=1. The yield is 0.390. (4) The reactants are [Br:1][C:2]1[C:3]([C:7]2[CH:12]=[CH:11][C:10]([F:13])=[CH:9][CH:8]=2)=[N:4][NH:5][CH:6]=1.[H-].[Na+].I[CH2:17][CH:18]([CH3:20])[CH3:19].BrC1C(C2C=CC(F)=CC=2)=NN(CC(C)C)C=1. The catalyst is CN(C)C=O.CO.O.C(O)(=O)C. The product is [Br:1][C:2]1[CH:6]=[N:5][N:4]([CH2:17][CH:18]([CH3:20])[CH3:19])[C:3]=1[C:7]1[CH:8]=[CH:9][C:10]([F:13])=[CH:11][CH:12]=1. The yield is 0.130. (5) The reactants are C([O:3][C:4]([C:6]1[CH:7]=[C:8]2[C:13](=[CH:14][CH:15]=1)[NH:12][CH:11]([C:16]1[CH:21]=[C:20]([N:22]3[CH2:27][CH2:26][O:25][CH2:24][CH2:23]3)[CH:19]=[C:18]([CH3:28])[CH:17]=1)[C:10]([CH3:30])([CH3:29])[CH2:9]2)=[O:5])C.O.[OH-].[Li+].O.Cl. The catalyst is CO.O1CCCC1. The product is [CH3:29][C:10]1([CH3:30])[CH2:9][C:8]2[C:13](=[CH:14][CH:15]=[C:6]([C:4]([OH:5])=[O:3])[CH:7]=2)[NH:12][CH:11]1[C:16]1[CH:21]=[C:20]([N:22]2[CH2:27][CH2:26][O:25][CH2:24][CH2:23]2)[CH:19]=[C:18]([CH3:28])[CH:17]=1. The yield is 0.310. (6) The reactants are [C:1]([O:5][C:6]([C:8]1[CH:9]=[C:10]([C:14]2[C:19]([CH3:20])=[CH:18][CH:17]=[CH:16][N+:15]=2[O-])[CH:11]=[CH:12][CH:13]=1)=[O:7])([CH3:4])([CH3:3])[CH3:2].[N:22]1C=CC=CC=1.CS(OS(C)(=O)=O)(=O)=O.C(CN)O. The catalyst is C(#N)C.O. The product is [C:1]([O:5][C:6](=[O:7])[C:8]1[CH:13]=[CH:12][CH:11]=[C:10]([C:14]2[C:19]([CH3:20])=[CH:18][CH:17]=[C:16]([NH2:22])[N:15]=2)[CH:9]=1)([CH3:4])([CH3:3])[CH3:2]. The yield is 0.530. (7) The reactants are O[CH2:2][C:3]1[CH:8]=[CH:7][C:6]([NH:9][C:10](=[O:26])[CH2:11][C:12]([CH3:25])([C:14]2[C:19](=[O:20])[C:18]([CH3:21])=[C:17]([CH3:22])[C:16](=[O:23])[C:15]=2[CH3:24])[CH3:13])=[CH:5][CH:4]=1.C(Br)(Br)(Br)[Br:28].C1C=CC(P(C2C=CC=CC=2)C2C=CC=CC=2)=CC=1. The catalyst is C(Cl)Cl. The product is [Br:28][CH2:2][C:3]1[CH:8]=[CH:7][C:6]([NH:9][C:10](=[O:26])[CH2:11][C:12]([CH3:25])([C:14]2[C:19](=[O:20])[C:18]([CH3:21])=[C:17]([CH3:22])[C:16](=[O:23])[C:15]=2[CH3:24])[CH3:13])=[CH:5][CH:4]=1. The yield is 0.310. (8) The reactants are [OH-].[Na+].C[O:4][C:5]([C:7]1[CH:17]=[C:16]([O:18][C:19]2[CH:24]=[CH:23][C:22]([C:25]([O:27][C:28]([CH3:31])([CH3:30])[CH3:29])=[O:26])=[C:21]([F:32])[CH:20]=2)[C:10]2[CH2:11][C:12]([CH3:15])([CH3:14])[O:13][C:9]=2[CH:8]=1)=[O:6]. The catalyst is CO. The product is [C:28]([O:27][C:25]([C:22]1[CH:23]=[CH:24][C:19]([O:18][C:16]2[C:10]3[CH2:11][C:12]([CH3:15])([CH3:14])[O:13][C:9]=3[CH:8]=[C:7]([C:5]([OH:6])=[O:4])[CH:17]=2)=[CH:20][C:21]=1[F:32])=[O:26])([CH3:29])([CH3:30])[CH3:31]. The yield is 0.980.